From a dataset of Full USPTO retrosynthesis dataset with 1.9M reactions from patents (1976-2016). Predict the reactants needed to synthesize the given product. (1) Given the product [F:10][C:11]1[CH:12]=[C:13]([CH:21]=[C:22]([C:25]2[CH:33]=[C:32]3[C:28]([C:29]([I:34])=[N:30][N:31]3[CH2:6][O:5][CH2:4][CH2:3][Si:2]([CH3:9])([CH3:8])[CH3:1])=[CH:27][CH:26]=2)[C:23]=1[CH3:24])[C:14]([O:16][C:17]([CH3:19])([CH3:18])[CH3:20])=[O:15], predict the reactants needed to synthesize it. The reactants are: [CH3:1][Si:2]([CH3:9])([CH3:8])[CH2:3][CH2:4][O:5][CH2:6]Cl.[F:10][C:11]1[CH:12]=[C:13]([CH:21]=[C:22]([C:25]2[CH:33]=[C:32]3[C:28]([C:29]([I:34])=[N:30][NH:31]3)=[CH:27][CH:26]=2)[C:23]=1[CH3:24])[C:14]([O:16][C:17]([CH3:20])([CH3:19])[CH3:18])=[O:15].[OH-].[K+].O. (2) The reactants are: [F:1][C:2]1[CH:3]=[C:4]([SH:8])[CH:5]=[CH:6][CH:7]=1.C(=O)([O-])[O-].[K+].[K+].F[C:16]1[CH:21]=[CH:20][C:19]([F:22])=[CH:18][C:17]=1[N+:23]([O-:25])=[O:24].O. Given the product [F:1][C:2]1[CH:3]=[C:4]([S:8][C:16]2[CH:21]=[CH:20][C:19]([F:22])=[CH:18][C:17]=2[N+:23]([O-:25])=[O:24])[CH:5]=[CH:6][CH:7]=1, predict the reactants needed to synthesize it. (3) Given the product [CH2:1]([O:8][C:9]1[CH:14]=[CH:13][C:12]2[O:15][C@@H:21]([CH2:23][OH:22])[CH2:20][O:19][C:11]=2[CH:10]=1)[C:2]1[CH:3]=[CH:4][CH:5]=[CH:6][CH:7]=1, predict the reactants needed to synthesize it. The reactants are: [CH2:1]([O:8][C:9]1[CH:14]=[CH:13][C:12]([O:15]C(=O)C)=[C:11]([O:19][CH2:20][C@H:21]2[CH2:23][O:22]2)[CH:10]=1)[C:2]1[CH:7]=[CH:6][CH:5]=[CH:4][CH:3]=1.[OH-].[Na+]. (4) Given the product [CH2:19]([O:18][C:16]([CH2:15][O:9][C:8](=[O:10])[C@@H:7]([O:6][Si:5]([C:1]([CH3:3])([CH3:4])[CH3:2])([CH3:13])[CH3:12])[CH3:11])=[O:17])[C:20]1[CH:25]=[CH:24][CH:23]=[CH:22][CH:21]=1, predict the reactants needed to synthesize it. The reactants are: [C:1]([Si:5]([CH3:13])([CH3:12])[O:6][C@@H:7]([CH3:11])[C:8]([OH:10])=[O:9])([CH3:4])([CH3:3])[CH3:2].Br[CH2:15][C:16]([O:18][CH2:19][C:20]1[CH:25]=[CH:24][CH:23]=[CH:22][CH:21]=1)=[O:17].C([O-])([O-])=O.[Cs+].[Cs+]. (5) Given the product [NH2:27][C:33]1[N:38]=[CH:37][C:36]([S:39]([N:20]2[CH2:21][CH2:22][N:17]([C:14]3[CH:13]=[CH:12][C:11]([C:5]([OH:10])([C:6]([F:9])([F:8])[F:7])[C:4]([F:3])([F:23])[F:24])=[CH:16][CH:15]=3)[CH2:18][CH2:19]2)(=[O:41])=[O:40])=[CH:35][CH:34]=1, predict the reactants needed to synthesize it. The reactants are: Cl.Cl.[F:3][C:4]([F:24])([F:23])[C:5]([C:11]1[CH:16]=[CH:15][C:14]([N:17]2[CH2:22][CH2:21][NH:20][CH2:19][CH2:18]2)=[CH:13][CH:12]=1)([OH:10])[C:6]([F:9])([F:8])[F:7].C([N:27](CC)CC)C.Cl[C:33]1[N:38]=[CH:37][C:36]([S:39](Cl)(=[O:41])=[O:40])=[CH:35][CH:34]=1.[OH-].[NH4+]. (6) Given the product [Cl:1][C:2]1[C:7]([Cl:8])=[CH:6][CH:5]=[CH:4][C:3]=1[S:9]([N:12]([C:21]1[C:26]([O:27][CH3:28])=[N:25][C:24]([S:35][CH2:34][Si:31]([CH3:33])([CH3:32])[CH3:30])=[CH:23][N:22]=1)[CH2:13][O:14][CH2:15][CH2:16][Si:17]([CH3:20])([CH3:19])[CH3:18])(=[O:11])=[O:10], predict the reactants needed to synthesize it. The reactants are: [Cl:1][C:2]1[C:7]([Cl:8])=[CH:6][CH:5]=[CH:4][C:3]=1[S:9]([N:12]([C:21]1[C:26]([O:27][CH3:28])=[N:25][C:24](Cl)=[CH:23][N:22]=1)[CH2:13][O:14][CH2:15][CH2:16][Si:17]([CH3:20])([CH3:19])[CH3:18])(=[O:11])=[O:10].[CH3:30][Si:31]([CH2:34][SH:35])([CH3:33])[CH3:32].C(=O)([O-])[O-].[Cs+].[Cs+]. (7) Given the product [CH3:11][N:12]1[CH2:17][CH2:16][N:15]([C:2]2[CH:7]=[N:6][C:5]([N+:8]([O-:10])=[O:9])=[CH:4][CH:3]=2)[CH2:14][CH2:13]1, predict the reactants needed to synthesize it. The reactants are: Br[C:2]1[CH:3]=[CH:4][C:5]([N+:8]([O-:10])=[O:9])=[N:6][CH:7]=1.[CH3:11][N:12]1[CH2:17][CH2:16][NH:15][CH2:14][CH2:13]1.CCN(C(C)C)C(C)C.C(OCC)(=O)C. (8) The reactants are: [CH3:1][S:2][C:3]1[C:4]2[S:11][CH:10]=[C:9]([CH:12]=[O:13])[C:5]=2[N:6]=[CH:7][N:8]=1.CS(C)=[O:16].[O-]Cl=O.[Na+]. Given the product [CH3:1][S:2][C:3]1[C:4]2[S:11][CH:10]=[C:9]([C:12]([OH:16])=[O:13])[C:5]=2[N:6]=[CH:7][N:8]=1, predict the reactants needed to synthesize it. (9) The reactants are: [NH2:1][C@@H:2]1[CH2:7][CH2:6][C@H:5]([N:8]2[C:13](=[O:14])[C:12]3[CH:15]=[C:16]([F:19])[CH:17]=[N:18][C:11]=3[N:10]([C:20]3[CH:21]=[C:22]([C:26]4[CH:31]=[CH:30][C:29]([OH:32])=[CH:28][C:27]=4[CH2:33][N:34]4[CH2:39][CH2:38][O:37][CH2:36][CH2:35]4)[CH:23]=[CH:24][CH:25]=3)[C:9]2=[O:40])[CH2:4][CH2:3]1.ClCCCl.[CH3:45][C:46]1[CH:47]=[CH:48][C:49]2[N:50]([CH:52]=[C:53]([CH:55]=O)[N:54]=2)[CH:51]=1.C(O[BH-](OC(=O)C)OC(=O)C)(=O)C.[Na+]. Given the product [F:19][C:16]1[CH:17]=[N:18][C:11]2[N:10]([C:20]3[CH:21]=[C:22]([C:26]4[CH:31]=[CH:30][C:29]([OH:32])=[CH:28][C:27]=4[CH2:33][N:34]4[CH2:39][CH2:38][O:37][CH2:36][CH2:35]4)[CH:23]=[CH:24][CH:25]=3)[C:9](=[O:40])[N:8]([C@H:5]3[CH2:6][CH2:7][C@@H:2]([NH:1][CH2:55][C:53]4[N:54]=[C:49]5[CH:48]=[CH:47][C:46]([CH3:45])=[CH:51][N:50]5[CH:52]=4)[CH2:3][CH2:4]3)[C:13](=[O:14])[C:12]=2[CH:15]=1, predict the reactants needed to synthesize it. (10) Given the product [C:1]([C:3]1[CH:8]=[CH:7][C:6]([C:9]2[CH:10]=[N:11][N:12]([C:15]3[CH:23]=[CH:22][C:18]([C:19]([NH:30][CH2:29][CH2:28][CH2:27][O:26][CH3:25])=[O:20])=[CH:17][N:16]=3)[C:13]=2[OH:14])=[C:5]([CH3:24])[CH:4]=1)#[N:2], predict the reactants needed to synthesize it. The reactants are: [C:1]([C:3]1[CH:8]=[CH:7][C:6]([C:9]2[CH:10]=[N:11][N:12]([C:15]3[CH:23]=[CH:22][C:18]([C:19](O)=[O:20])=[CH:17][N:16]=3)[C:13]=2[OH:14])=[C:5]([CH3:24])[CH:4]=1)#[N:2].[CH3:25][O:26][CH2:27][CH2:28][CH2:29][NH2:30].